The task is: Predict which catalyst facilitates the given reaction.. This data is from Catalyst prediction with 721,799 reactions and 888 catalyst types from USPTO. (1) Reactant: [N:1]1([C:7]2[N:8]=[N:9][C:10]([C:13]3[CH:18]=[CH:17][CH:16]=[CH:15][N:14]=3)=[CH:11][CH:12]=2)[CH2:6][CH2:5][NH:4][CH2:3][CH2:2]1.C(N(CC)CC)C.[F:26][C:27]([F:38])([F:37])[C:28]1[CH:36]=[CH:35][CH:34]=[CH:33][C:29]=1[C:30](Cl)=[O:31]. Product: [N:14]1[CH:15]=[CH:16][CH:17]=[CH:18][C:13]=1[C:10]1[N:9]=[N:8][C:7]([N:1]2[CH2:2][CH2:3][N:4]([C:30]([C:29]3[CH:33]=[CH:34][CH:35]=[CH:36][C:28]=3[C:27]([F:26])([F:37])[F:38])=[O:31])[CH2:5][CH2:6]2)=[CH:12][CH:11]=1. The catalyst class is: 4. (2) Reactant: [CH2:1]([O:3][C:4]([C:6]1[N:7]([C:32]2[CH:37]=[CH:36][C:35]([O:38][CH:39]([CH3:41])[CH3:40])=[CH:34][CH:33]=2)[C:8]2[C:13]([C:14]=1[CH:15]=[CH:16][C:17]([O:19][CH2:20][CH3:21])=[O:18])=[CH:12][C:11]([C:22]1[CH:27]=[CH:26][C:25]([C:28]([F:31])([F:30])[F:29])=[CH:24][N:23]=1)=[CH:10][CH:9]=2)=[O:5])[CH3:2].C1CCCCC=1. Product: [CH2:1]([O:3][C:4]([C:6]1[N:7]([C:32]2[CH:37]=[CH:36][C:35]([O:38][CH:39]([CH3:41])[CH3:40])=[CH:34][CH:33]=2)[C:8]2[C:13]([C:14]=1[CH2:15][CH2:16][C:17]([O:19][CH2:20][CH3:21])=[O:18])=[CH:12][C:11]([C:22]1[CH:27]=[CH:26][C:25]([C:28]([F:30])([F:29])[F:31])=[CH:24][N:23]=1)=[CH:10][CH:9]=2)=[O:5])[CH3:2]. The catalyst class is: 50.